From a dataset of Full USPTO retrosynthesis dataset with 1.9M reactions from patents (1976-2016). Predict the reactants needed to synthesize the given product. (1) Given the product [O:14]1[C:18]([C:19]2[CH:20]=[CH:21][C:22]([NH:25][N:26]=[CH:10][C:9]3[CH:12]=[CH:13][C:6]([N:4]([CH2:3][CH2:2][OH:1])[CH3:5])=[CH:7][CH:8]=3)=[CH:23][CH:24]=2)=[CH:17][N:16]=[CH:15]1, predict the reactants needed to synthesize it. The reactants are: [OH:1][CH2:2][CH2:3][N:4]([C:6]1[CH:13]=[CH:12][C:9]([CH:10]=O)=[CH:8][CH:7]=1)[CH3:5].[O:14]1[C:18]([C:19]2[CH:24]=[CH:23][C:22]([NH:25][NH2:26])=[CH:21][CH:20]=2)=[CH:17][N:16]=[CH:15]1. (2) Given the product [NH2:30][CH:31]([C:35]1[CH:40]=[CH:39][CH:38]=[CH:37][C:36]=1[O:41][CH3:42])[C:32]([N:10]([C:4]1[CH:5]=[CH:6][C:7]([O:8][CH3:9])=[C:2]([F:1])[CH:3]=1)[CH2:11][CH2:12][C:13]1[CH:18]=[CH:17][C:16]([C:19]([F:20])([F:21])[F:22])=[CH:15][CH:14]=1)=[O:33], predict the reactants needed to synthesize it. The reactants are: [F:1][C:2]1[CH:3]=[C:4]([NH:10][CH2:11][CH2:12][C:13]2[CH:18]=[CH:17][C:16]([C:19]([F:22])([F:21])[F:20])=[CH:15][CH:14]=2)[CH:5]=[CH:6][C:7]=1[O:8][CH3:9].C(OC([NH:30][CH:31]([C:35]1[CH:40]=[CH:39][CH:38]=[CH:37][C:36]=1[O:41][CH3:42])[C:32](O)=[O:33])=O)(C)(C)C. (3) Given the product [CH3:21][C:20]1[CH:19]=[CH:18][C:17]([NH:22][C:23](=[O:34])[C:24]2[CH:29]=[CH:28][CH:27]=[C:26]([C:30]([F:33])([F:31])[F:32])[CH:25]=2)=[CH:16][C:15]=1[NH:14][C:10]1[N:9]=[C:8]([C:5]2[CH:6]=[N:7][C:2]([NH:44][CH2:43][CH2:42][CH2:41][N:35]3[CH2:40][CH2:39][O:38][CH2:37][CH2:36]3)=[CH:3][CH:4]=2)[CH:13]=[CH:12][N:11]=1, predict the reactants needed to synthesize it. The reactants are: Cl[C:2]1[N:7]=[CH:6][C:5]([C:8]2[CH:13]=[CH:12][N:11]=[C:10]([NH:14][C:15]3[CH:16]=[C:17]([NH:22][C:23](=[O:34])[C:24]4[CH:29]=[CH:28][CH:27]=[C:26]([C:30]([F:33])([F:32])[F:31])[CH:25]=4)[CH:18]=[CH:19][C:20]=3[CH3:21])[N:9]=2)=[CH:4][CH:3]=1.[N:35]1([CH2:41][CH2:42][CH2:43][NH2:44])[CH2:40][CH2:39][O:38][CH2:37][CH2:36]1.